Dataset: Forward reaction prediction with 1.9M reactions from USPTO patents (1976-2016). Task: Predict the product of the given reaction. (1) The product is: [CH2:1]([N:8]([CH2:9][CH:10]1[CH2:13][CH2:12][N:11]1[C:14]([O:16][C:17]([CH3:20])([CH3:19])[CH3:18])=[O:15])[CH:29]([CH3:34])[C:30]([O:32][CH3:33])=[O:31])[C:2]1[CH:3]=[CH:4][CH:5]=[CH:6][CH:7]=1. Given the reactants [CH2:1]([NH:8][CH2:9][CH:10]1[CH2:13][CH2:12][N:11]1[C:14]([O:16][C:17]([CH3:20])([CH3:19])[CH3:18])=[O:15])[C:2]1[CH:7]=[CH:6][CH:5]=[CH:4][CH:3]=1.C(N(CC)CC)C.Br[CH:29]([CH3:34])[C:30]([O:32][CH3:33])=[O:31], predict the reaction product. (2) Given the reactants [NH2:1][C:2]1[CH:10]=[CH:9][C:8]([Cl:11])=[CH:7][C:3]=1[C:4]([NH2:6])=O.[Cl:12][C:13]1[CH:21]=[CH:20][CH:19]=[CH:18][C:14]=1[C:15](Cl)=O.[CH3:22][N:23]1[CH2:28][CH2:27][NH:26][CH2:25][CH2:24]1, predict the reaction product. The product is: [Cl:11][C:8]1[CH:7]=[C:3]2[C:2](=[CH:10][CH:9]=1)[N:1]=[C:15]([C:14]1[CH:18]=[CH:19][CH:20]=[CH:21][C:13]=1[Cl:12])[N:6]=[C:4]2[N:26]1[CH2:27][CH2:28][N:23]([CH3:22])[CH2:24][CH2:25]1. (3) Given the reactants [Cl:1][C:2]1[CH:7]=[CH:6][C:5]([Cl:8])=[CH:4][C:3]=1[S:9](Cl)(=[O:11])=[O:10].Cl.Cl.[NH:15]1[CH2:20][CH2:19][CH:18]([CH2:21][N:22]2[CH2:31][CH2:30][C:29]3[C:24](=[CH:25][CH:26]=[CH:27][CH:28]=3)[CH2:23]2)[CH2:17][CH2:16]1.C(N(CC)C(C)C)(C)C, predict the reaction product. The product is: [Cl:1][C:2]1[CH:7]=[CH:6][C:5]([Cl:8])=[CH:4][C:3]=1[S:9]([N:15]1[CH2:20][CH2:19][CH:18]([CH2:21][N:22]2[CH2:31][CH2:30][C:29]3[C:24](=[CH:25][CH:26]=[CH:27][CH:28]=3)[CH2:23]2)[CH2:17][CH2:16]1)(=[O:11])=[O:10]. (4) The product is: [CH3:1][O:2][C:3]1[CH:12]=[C:11]2[C:6]([CH:7]=[CH:8][C:9](=[O:36])[N:10]2[CH2:13][CH2:14][CH2:15][C:16]2([C:31]([OH:33])=[O:32])[CH2:17][CH2:18][N:19]([CH2:22][CH2:23][S:24][C:25]3[CH:26]=[CH:27][CH:28]=[CH:29][CH:30]=3)[CH2:20][CH2:21]2)=[CH:5][CH:4]=1. Given the reactants [CH3:1][O:2][C:3]1[CH:12]=[C:11]2[C:6]([CH:7]=[CH:8][C:9](=[O:36])[N:10]2[CH2:13][CH2:14][CH2:15][C:16]2([C:31]([O:33]CC)=[O:32])[CH2:21][CH2:20][N:19]([CH2:22][CH2:23][S:24][C:25]3[CH:30]=[CH:29][CH:28]=[CH:27][CH:26]=3)[CH2:18][CH2:17]2)=[CH:5][CH:4]=1.[OH-].[Na+], predict the reaction product. (5) Given the reactants Br[CH:2]=[C:3]([C:10]1[CH:15]=[CH:14][N:13]=[CH:12][CH:11]=1)[C:4]1[CH:9]=[CH:8][CH:7]=[CH:6][CH:5]=1.P([O-])([O-])([O-])=O.[K+].[K+].[K+].N1CCC[C@H]1C(O)=O.[CH3:32][N:33]1[CH2:46][CH2:45][C:36]2[NH:37][C:38]3[CH:39]=[CH:40][C:41]([CH3:44])=[CH:42][C:43]=3[C:35]=2[CH2:34]1, predict the reaction product. The product is: [CH3:32][N:33]1[CH2:46][CH2:45][C:36]2[N:37](/[CH:2]=[C:3](/[C:4]3[CH:9]=[CH:8][CH:7]=[CH:6][CH:5]=3)\[C:10]3[CH:15]=[CH:14][N:13]=[CH:12][CH:11]=3)[C:38]3[CH:39]=[CH:40][C:41]([CH3:44])=[CH:42][C:43]=3[C:35]=2[CH2:34]1. (6) Given the reactants [C:1]([O:9][C@@H:10]1[CH2:18][C@@H:13]2[O:14][C:15](=[O:17])[CH2:16][C@@H:12]2[C@@H:11]1[CH2:19][OH:20])(=[O:8])[C:2]1[CH:7]=[CH:6][CH:5]=[CH:4][CH:3]=1.N1C=CN=C1.[C:26]([Si:30]([C:38]1[CH:43]=[CH:42][CH:41]=[CH:40][CH:39]=1)([C:32]1[CH:37]=[CH:36][CH:35]=[CH:34][CH:33]=1)Cl)([CH3:29])([CH3:28])[CH3:27].[Cl-].[NH4+], predict the reaction product. The product is: [C:1]([O:9][C@@H:10]1[CH2:18][C@@H:13]2[O:14][C:15](=[O:17])[CH2:16][C@@H:12]2[C@@H:11]1[CH2:19][O:20][Si:30]([C:26]([CH3:29])([CH3:28])[CH3:27])([C:38]1[CH:39]=[CH:40][CH:41]=[CH:42][CH:43]=1)[C:32]1[CH:37]=[CH:36][CH:35]=[CH:34][CH:33]=1)(=[O:8])[C:2]1[CH:3]=[CH:4][CH:5]=[CH:6][CH:7]=1. (7) Given the reactants [NH2:1][C:2]1[N:3]=[N:4][C:5]([Cl:8])=[CH:6][CH:7]=1.[CH3:9][OH:10].C[O-].[Na+].Cl.N, predict the reaction product. The product is: [ClH:8].[NH2:1][C:2]1[N:3]=[N:4][C:5]([O:10][CH3:9])=[CH:6][CH:7]=1. (8) Given the reactants C1COCC1.Br[C:7]1[C:8]([CH3:21])=[C:9]([C:15]2[CH:20]=[CH:19][CH:18]=[CH:17][CH:16]=2)[C:10]([CH3:14])=[CH:11][C:12]=1[CH3:13].Br[C:23]1[CH:28]=[CH:27][CH:26]=[CH:25][C:24]=1Cl.[P:30](Cl)([CH:37]1[CH2:42][CH2:41][CH2:40][CH2:39][CH2:38]1)[CH:31]1[CH2:36][CH2:35][CH2:34][CH2:33][CH2:32]1, predict the reaction product. The product is: [CH:31]1([P:30]([CH:37]2[CH2:42][CH2:41][CH2:40][CH2:39][CH2:38]2)[C:16]2[CH:17]=[CH:18][CH:19]=[CH:20][C:15]=2[C:9]2[C:10]([CH3:14])=[CH:11][C:12]([CH3:13])=[C:7]([C:23]3[CH:28]=[CH:27][CH:26]=[CH:25][CH:24]=3)[C:8]=2[CH3:21])[CH2:36][CH2:35][CH2:34][CH2:33][CH2:32]1. (9) Given the reactants [OH-].[Na+].[F:3][C:4]1[CH:9]=[C:8]([C:10]2[C:15]([CH3:16])=[CH:14][N:13]=[C:12]([O:17][CH3:18])[C:11]=2[CH3:19])[CH:7]=[CH:6][C:5]=1[C:20]1[N:24]([C@H:25]2[CH2:29][CH2:28][O:27][CH2:26]2)[N:23]=[CH:22][C:21]=1[C:30]([O:32]CC)=[O:31], predict the reaction product. The product is: [F:3][C:4]1[CH:9]=[C:8]([C:10]2[C:15]([CH3:16])=[CH:14][N:13]=[C:12]([O:17][CH3:18])[C:11]=2[CH3:19])[CH:7]=[CH:6][C:5]=1[C:20]1[N:24]([C@H:25]2[CH2:29][CH2:28][O:27][CH2:26]2)[N:23]=[CH:22][C:21]=1[C:30]([OH:32])=[O:31].